This data is from Catalyst prediction with 721,799 reactions and 888 catalyst types from USPTO. The task is: Predict which catalyst facilitates the given reaction. (1) Reactant: [CH3:1][O:2][C:3](=[O:16])[C:4]1[CH:9]=[CH:8][C:7]([CH2:10][F:11])=[CH:6][C:5]=1[NH:12]C(=O)C.S(=O)(=O)(O)O. Product: [CH3:1][O:2][C:3](=[O:16])[C:4]1[CH:9]=[CH:8][C:7]([CH2:10][F:11])=[CH:6][C:5]=1[NH2:12]. The catalyst class is: 5. (2) Product: [C:5]1([C:11]2[CH:23]=[CH:22][C:14]([C:15]([OH:17])=[O:16])=[C:13]([NH:24][C:25](=[O:37])[C:26]3[CH:31]=[CH:30][C:29]([N:32]4[CH:33]=[CH:34][CH:35]=[CH:36]4)=[CH:28][CH:27]=3)[CH:12]=2)[CH:6]=[CH:7][CH:8]=[CH:9][CH:10]=1. The catalyst class is: 684. Reactant: CO.[OH-].[Na+].[C:5]1([C:11]2[CH:23]=[CH:22][C:14]([C:15]([O:17]C(C)(C)C)=[O:16])=[C:13]([NH:24][C:25](=[O:37])[C:26]3[CH:31]=[CH:30][C:29]([N:32]4[CH:36]=[CH:35][CH:34]=[CH:33]4)=[CH:28][CH:27]=3)[CH:12]=2)[CH:10]=[CH:9][CH:8]=[CH:7][CH:6]=1.Cl.